This data is from NCI-60 drug combinations with 297,098 pairs across 59 cell lines. The task is: Regression. Given two drug SMILES strings and cell line genomic features, predict the synergy score measuring deviation from expected non-interaction effect. (1) Drug 1: CC1=CC=C(C=C1)C2=CC(=NN2C3=CC=C(C=C3)S(=O)(=O)N)C(F)(F)F. Drug 2: C1=NC2=C(N=C(N=C2N1C3C(C(C(O3)CO)O)F)Cl)N. Cell line: BT-549. Synergy scores: CSS=-0.593, Synergy_ZIP=1.73, Synergy_Bliss=2.83, Synergy_Loewe=-6.77, Synergy_HSA=-1.64. (2) Cell line: NCI-H322M. Synergy scores: CSS=1.39, Synergy_ZIP=0.752, Synergy_Bliss=-0.193, Synergy_Loewe=-9.41, Synergy_HSA=-5.82. Drug 2: CN1C(=O)N2C=NC(=C2N=N1)C(=O)N. Drug 1: CC1OCC2C(O1)C(C(C(O2)OC3C4COC(=O)C4C(C5=CC6=C(C=C35)OCO6)C7=CC(=C(C(=C7)OC)O)OC)O)O. (3) Drug 1: CC1OCC2C(O1)C(C(C(O2)OC3C4COC(=O)C4C(C5=CC6=C(C=C35)OCO6)C7=CC(=C(C(=C7)OC)O)OC)O)O. Drug 2: C1=NC2=C(N1)C(=S)N=C(N2)N. Cell line: MDA-MB-435. Synergy scores: CSS=12.9, Synergy_ZIP=-5.22, Synergy_Bliss=-2.50, Synergy_Loewe=-7.35, Synergy_HSA=-2.11. (4) Synergy scores: CSS=2.04, Synergy_ZIP=0.894, Synergy_Bliss=2.34, Synergy_Loewe=1.90, Synergy_HSA=1.63. Drug 2: COCCOC1=C(C=C2C(=C1)C(=NC=N2)NC3=CC=CC(=C3)C#C)OCCOC.Cl. Drug 1: C(=O)(N)NO. Cell line: OVCAR-4. (5) Drug 1: C1CCC(C1)C(CC#N)N2C=C(C=N2)C3=C4C=CNC4=NC=N3. Drug 2: C1=NC2=C(N1)C(=S)N=CN2. Cell line: CCRF-CEM. Synergy scores: CSS=32.5, Synergy_ZIP=-10.8, Synergy_Bliss=-11.9, Synergy_Loewe=-49.3, Synergy_HSA=-13.0.